The task is: Predict the product of the given reaction.. This data is from Forward reaction prediction with 1.9M reactions from USPTO patents (1976-2016). (1) Given the reactants [C:1]([O:5][C:6](=[O:18])[C:7]([NH:10][C:11]1[CH:16]=[CH:15][CH:14]=[CH:13][C:12]=1[NH2:17])([CH3:9])[CH3:8])([CH3:4])([CH3:3])[CH3:2].[C:19](N1C=CN=C1)(N1C=CN=C1)=[O:20], predict the reaction product. The product is: [C:1]([O:5][C:6](=[O:18])[C:7]([CH3:9])([N:10]1[C:11]2[CH:16]=[CH:15][CH:14]=[CH:13][C:12]=2[NH:17][C:19]1=[O:20])[CH3:8])([CH3:2])([CH3:3])[CH3:4]. (2) Given the reactants [Cl:1][C:2]1[C:3]([N:30]([CH3:32])[CH3:31])=[CH:4][C:5]2[O:10][CH:9]([C:11]([N:13]3[CH2:18][CH2:17][C:16]([CH2:21][C:22]4[CH:27]=[CH:26][C:25]([F:28])=[CH:24][CH:23]=4)([C:19]#[N:20])[CH2:15][CH2:14]3)=[O:12])[CH2:8][NH:7][C:6]=2[CH:29]=1.C([O-])([O-])=O.[K+].[K+].Br[CH2:40][C:41]([O:43][CH3:44])=[O:42], predict the reaction product. The product is: [CH3:44][O:43][C:41](=[O:42])[CH2:40][N:7]1[C:6]2[CH:29]=[C:2]([Cl:1])[C:3]([N:30]([CH3:31])[CH3:32])=[CH:4][C:5]=2[O:10][CH:9]([C:11]([N:13]2[CH2:14][CH2:15][C:16]([C:19]#[N:20])([CH2:21][C:22]3[CH:23]=[CH:24][C:25]([F:28])=[CH:26][CH:27]=3)[CH2:17][CH2:18]2)=[O:12])[CH2:8]1. (3) Given the reactants CC1C=CC(S(O[C@@H:12]2[C@@H:16]([OH:17])[C@@H:15]([CH2:18][OH:19])[O:14][C@@H:13]2[O:20][CH3:21])(=O)=O)=CC=1.C[O-].[Na+].C(O)(=O)C, predict the reaction product. The product is: [CH3:21][O:20][C@@H:13]1[C@@H:12]2[C@H:16]([O:17]2)[C@@H:15]([CH2:18][OH:19])[O:14]1. (4) Given the reactants [F:1][C:2]1[CH:11]=[CH:10][CH:9]=[C:8]2[C:3]=1[NH:4][CH2:5][C:6](=[O:12])[NH:7]2.[H-].[Na+].Br[CH2:16][C:17]([O:19][C:20]([CH3:23])([CH3:22])[CH3:21])=[O:18], predict the reaction product. The product is: [C:20]([O:19][C:17](=[O:18])[CH2:16][N:7]1[C:8]2[C:3](=[C:2]([F:1])[CH:11]=[CH:10][CH:9]=2)[NH:4][CH2:5][C:6]1=[O:12])([CH3:23])([CH3:22])[CH3:21]. (5) Given the reactants [OH:1][C:2]1[CH:7]=[C:6]([CH3:8])[O:5][C:4](=O)[CH:3]=1.[OH-].[Na+].Cl.[NH2:13][CH2:14][CH2:15][C:16]1[CH:24]=[CH:23][C:19]([C:20]([OH:22])=[O:21])=[CH:18][CH:17]=1.Cl, predict the reaction product. The product is: [OH:1][C:2]1[CH:7]=[C:6]([CH3:8])[N:13]([CH2:14][CH2:15][C:16]2[CH:24]=[CH:23][C:19]([C:20]([OH:22])=[O:21])=[CH:18][CH:17]=2)[C:4](=[O:5])[CH:3]=1.